Dataset: Full USPTO retrosynthesis dataset with 1.9M reactions from patents (1976-2016). Task: Predict the reactants needed to synthesize the given product. Given the product [NH2:1][C:2]1[N:7]([C:8]2[CH:13]=[CH:12][CH:11]=[CH:10][CH:9]=2)[C:6]([NH:24][C:23]2[CH:25]=[CH:26][C:20]([O:19][CH2:17][CH3:18])=[CH:21][CH:22]=2)=[N:5][C:4](=[O:16])[CH:3]=1, predict the reactants needed to synthesize it. The reactants are: [NH2:1][C:2]1[N:7]([C:8]2[CH:13]=[CH:12][CH:11]=[CH:10][CH:9]=2)[C:6](SC)=[N:5][C:4](=[O:16])[CH:3]=1.[CH2:17]([O:19][C:20]1[CH:26]=[CH:25][C:23]([NH2:24])=[CH:22][CH:21]=1)[CH3:18].[K+].[Br-].